From a dataset of Forward reaction prediction with 1.9M reactions from USPTO patents (1976-2016). Predict the product of the given reaction. (1) The product is: [Br:15][C:9]1[C:8]([CH3:16])=[N:7][NH:6][C:10]=1[CH2:11][CH2:12][CH2:13][Cl:14]. Given the reactants CN(C)S([N:6]1[C:10]([CH2:11][CH2:12][CH2:13][Cl:14])=[C:9]([Br:15])[C:8]([CH3:16])=[N:7]1)(=O)=O.Cl, predict the reaction product. (2) Given the reactants [CH:1]1[C:10]2[CH2:9][CH2:8][CH2:7][CH2:6][C:5]=2[CH:4]=[CH:3][C:2]=1[OH:11].Cl[C:13]1[C:18]([CH3:19])=[CH:17][C:16]([N+:20]([O-:22])=[O:21])=[C:15]([CH3:23])[CH:14]=1.C(=O)([O-])[O-].[K+].[K+], predict the reaction product. The product is: [CH:1]1[C:10]2[CH2:9][CH2:8][CH2:7][CH2:6][C:5]=2[CH:4]=[CH:3][C:2]=1[O:11][C:13]1[C:18]([CH3:19])=[CH:17][C:16]([N+:20]([O-:22])=[O:21])=[C:15]([CH3:23])[CH:14]=1.